Dataset: Peptide-MHC class I binding affinity with 185,985 pairs from IEDB/IMGT. Task: Regression. Given a peptide amino acid sequence and an MHC pseudo amino acid sequence, predict their binding affinity value. This is MHC class I binding data. The peptide sequence is LTKIDTTHV. The MHC is HLA-A02:01 with pseudo-sequence HLA-A02:01. The binding affinity (normalized) is 0.117.